From a dataset of Catalyst prediction with 721,799 reactions and 888 catalyst types from USPTO. Predict which catalyst facilitates the given reaction. (1) Reactant: [NH2:1][C:2]1[CH:7]=[C:6]([F:8])[C:5]([NH:9][C@H:10]([C:13]2[CH:18]=[CH:17][C:16]([F:19])=[CH:15][CH:14]=2)[CH2:11][OH:12])=[C:4]([F:20])[C:3]=1[NH:21][C:22]1[CH:26]=[C:25]([CH:27]2[CH2:29][CH2:28]2)[NH:24][N:23]=1.[C:30](O)(=O)C.C(N)=N.C(=O)(O)[O-].[Na+].CCOC(C)=O. Product: [CH:27]1([C:25]2[NH:24][N:23]=[C:22]([N:21]3[C:3]4[C:4]([F:20])=[C:5]([NH:9][C@H:10]([C:13]5[CH:18]=[CH:17][C:16]([F:19])=[CH:15][CH:14]=5)[CH2:11][OH:12])[C:6]([F:8])=[CH:7][C:2]=4[N:1]=[CH:30]3)[CH:26]=2)[CH2:29][CH2:28]1. The catalyst class is: 14. (2) Reactant: [CH:1]1([NH:4][C:5]2[C:10]([N+:11]([O-])=O)=[CH:9][CH:8]=[CH:7][C:6]=2[F:14])[CH2:3][CH2:2]1. Product: [CH:1]1([NH:4][C:5]2[C:10]([NH2:11])=[CH:9][CH:8]=[CH:7][C:6]=2[F:14])[CH2:3][CH2:2]1. The catalyst class is: 5. (3) Reactant: [CH3:1][C:2]1[CH:7]=[CH:6][C:5]([NH:8][C:9]([NH:11][C:12]2[S:13][CH:14]=[CH:15][C:16]=2[C:17]([O:19]CC)=O)=[O:10])=[CH:4][CH:3]=1.[OH-].[K+]. Product: [CH3:1][C:2]1[CH:7]=[CH:6][C:5]([N:8]2[C:17](=[O:19])[C:16]3[CH:15]=[CH:14][S:13][C:12]=3[NH:11][C:9]2=[O:10])=[CH:4][CH:3]=1. The catalyst class is: 8. (4) Reactant: [CH3:1][C:2]1[CH:10]=[C:9]([C:11]([NH:13][CH:14]2[CH2:19][CH2:18][NH:17][CH2:16][CH2:15]2)=[O:12])[CH:8]=[C:7]([CH3:20])[C:3]=1[C:4]([OH:6])=[O:5].[CH2:21]([O:23][C:24]1[CH:25]=[C:26]([CH:29]=[C:30]([O:33][CH2:34][CH3:35])[C:31]=1[F:32])[CH:27]=O)[CH3:22].C([BH3-])#N.[Na+].C(N(C(C)C)C(C)C)C. Product: [CH2:21]([O:23][C:24]1[CH:25]=[C:26]([CH:29]=[C:30]([O:33][CH2:34][CH3:35])[C:31]=1[F:32])[CH2:27][N:17]1[CH2:16][CH2:15][CH:14]([NH:13][C:11](=[O:12])[C:9]2[CH:10]=[C:2]([CH3:1])[C:3]([C:4]([OH:6])=[O:5])=[C:7]([CH3:20])[CH:8]=2)[CH2:19][CH2:18]1)[CH3:22]. The catalyst class is: 212. (5) Product: [CH3:3][CH:4]1[CH2:8][CH2:7][CH:6]([CH3:9])[N:5]1[CH2:11][CH2:12][CH2:13][CH2:14][NH2:15]. The catalyst class is: 23. Reactant: N#N.[CH3:3][CH:4]1[CH2:8][CH2:7][CH:6]([CH3:9])[NH:5]1.Br[CH2:11][CH2:12][CH2:13][C:14]#[N:15].C([O-])([O-])=O.[K+].[K+]. (6) Reactant: [CH3:1][O:2][C:3]1[CH:27]=[CH:26][CH:25]=[CH:24][C:4]=1[CH2:5][O:6][CH2:7][CH2:8][CH2:9][O:10][C:11]1[CH:16]=[CH:15][C:14]([CH:17]2[CH2:22][CH2:21][NH:20][CH2:19][CH:18]2[OH:23])=[CH:13][CH:12]=1.C(=O)([O-])[O-].[Na+].[Na+].[CH:34]([O:36][CH2:37][C:38]1[CH:43]=[CH:42][CH:41]=[CH:40][CH:39]=1)=[O:35]. Product: [OH:23][CH:18]1[CH:17]([C:14]2[CH:15]=[CH:16][C:11]([O:10][CH2:9][CH2:8][CH2:7][O:6][CH2:5][C:4]3[CH:24]=[CH:25][CH:26]=[CH:27][C:3]=3[O:2][CH3:1])=[CH:12][CH:13]=2)[CH2:22][CH2:21][N:20]([C:34]([O:36][CH2:37][C:38]2[CH:43]=[CH:42][CH:41]=[CH:40][CH:39]=2)=[O:35])[CH2:19]1. The catalyst class is: 13. (7) Reactant: [NH:1]1[CH:5]=[CH:4][CH:3]=[N:2]1.Br[CH2:7][C:8]1[N:12]([CH2:13][CH2:14][NH:15][C:16](=[O:22])[O:17][C:18]([CH3:21])([CH3:20])[CH3:19])[N:11]=[C:10]([CH2:23][CH3:24])[C:9]=1[O:25][C:26]1[CH:31]=[C:30]([Cl:32])[CH:29]=[C:28]([Cl:33])[CH:27]=1.[H-].[Na+]. Product: [Cl:33][C:28]1[CH:27]=[C:26]([CH:31]=[C:30]([Cl:32])[CH:29]=1)[O:25][C:9]1[C:10]([CH2:23][CH3:24])=[N:11][N:12]([CH2:13][CH2:14][NH:15][C:16](=[O:22])[O:17][C:18]([CH3:21])([CH3:20])[CH3:19])[C:8]=1[CH2:7][N:1]1[CH:5]=[CH:4][CH:3]=[N:2]1. The catalyst class is: 9.